From a dataset of Catalyst prediction with 721,799 reactions and 888 catalyst types from USPTO. Predict which catalyst facilitates the given reaction. Reactant: [Cl:1][C:2]1[CH:3]=[C:4]([C@@H:8]([OH:33])[CH2:9][NH:10][CH2:11][CH2:12][C:13]2[CH:18]=[CH:17][C:16]([S:19]([C:22]3[CH:23]=[C:24]([CH:30]=[CH:31][CH:32]=3)[C:25]([O:27][CH2:28][CH3:29])=[O:26])(=[O:21])=[O:20])=[CH:15][CH:14]=2)[CH:5]=[CH:6][CH:7]=1. Product: [ClH:1].[Cl:1][C:2]1[CH:3]=[C:4]([C@@H:8]([OH:33])[CH2:9][NH:10][CH2:11][CH2:12][C:13]2[CH:14]=[CH:15][C:16]([S:19]([C:22]3[CH:23]=[C:24]([CH:30]=[CH:31][CH:32]=3)[C:25]([O:27][CH2:28][CH3:29])=[O:26])(=[O:21])=[O:20])=[CH:17][CH:18]=2)[CH:5]=[CH:6][CH:7]=1. The catalyst class is: 502.